The task is: Predict the reaction yield, written as a fraction of the theoretical maximum amount of product (1.0 means a 100% yield; for example, 0.34 means a 34% yield).. This data is from Reaction yield outcomes from USPTO patents with 853,638 reactions. (1) The reactants are [NH2:1][C:2]1[O:6][N:5]=[C:4]([C:7]2[CH:12]=[CH:11][C:10]([O:13][C:14]([F:17])([F:16])[F:15])=[CH:9][CH:8]=2)[C:3]=1[C:18](O)=[O:19].Cl.C(N=C=NCCCN(C)C)C.OC1C2N=NNC=2C=CC=1.[N:43]1([C:49]2[CH:54]=[CH:53][C:52]([OH:55])=[CH:51][CH:50]=2)[CH2:48][CH2:47][NH:46][CH2:45][CH2:44]1. No catalyst specified. The product is [NH2:1][C:2]1[O:6][N:5]=[C:4]([C:7]2[CH:8]=[CH:9][C:10]([O:13][C:14]([F:15])([F:16])[F:17])=[CH:11][CH:12]=2)[C:3]=1[C:18]([N:46]1[CH2:45][CH2:44][N:43]([C:49]2[CH:50]=[CH:51][C:52]([OH:55])=[CH:53][CH:54]=2)[CH2:48][CH2:47]1)=[O:19]. The yield is 0.690. (2) The product is [CH3:45][O:44][C:37](=[O:50])[CH2:36][CH2:41][NH:40][C:12](=[O:13])[C:11]1[CH:15]=[CH:16][C:8](/[CH:7]=[CH:6]\[CH:5]([C:17]2[CH:18]=[N:19][C:20]([C:23]3[CH:24]=[CH:25][C:26]([C:29]([F:32])([F:31])[F:30])=[CH:27][CH:28]=3)=[CH:21][CH:22]=2)[CH2:4][CH2:3][C:2]([F:1])([F:33])[F:34])=[CH:9][CH:10]=1. The yield is 0.780. The reactants are [F:1][C:2]([F:34])([F:33])[CH2:3][CH2:4][CH:5]([C:17]1[CH:18]=[N:19][C:20]([C:23]2[CH:28]=[CH:27][C:26]([C:29]([F:32])([F:31])[F:30])=[CH:25][CH:24]=2)=[CH:21][CH:22]=1)/[CH:6]=[CH:7]\[C:8]1[CH:16]=[CH:15][C:11]([C:12](O)=[O:13])=[CH:10][CH:9]=1.Cl[C:36]1[C:37]([O:44][CH3:45])=NN=[N:40][C:41]=1OC.CN1CC[O:50]CC1.Cl.NCCC(O)=O. The catalyst is C(Cl)Cl.O.